Dataset: Forward reaction prediction with 1.9M reactions from USPTO patents (1976-2016). Task: Predict the product of the given reaction. (1) The product is: [CH:21]([CH:10]1[C:9](=[O:24])[N:8]([CH2:7][CH2:6][CH2:5][C:4]([OH:25])=[O:3])[C:13]2[CH:14]=[CH:15][CH:16]=[C:17]([CH:18]([CH3:20])[CH3:19])[C:12]=2[O:11]1)([CH3:23])[CH3:22]. Given the reactants C([O:3][C:4](=[O:25])[CH2:5][CH2:6][CH2:7][N:8]1[C:13]2[CH:14]=[CH:15][CH:16]=[C:17]([CH:18]([CH3:20])[CH3:19])[C:12]=2[O:11][CH:10]([CH:21]([CH3:23])[CH3:22])[C:9]1=[O:24])C.[OH-].[Na+], predict the reaction product. (2) Given the reactants Cl[C:2]1[N:7]=[C:6]([O:8][C:9]2[CH:35]=[CH:34][CH:33]=[CH:32][C:10]=2[CH2:11][NH:12][C:13]([NH:15][C:16]2[N:20]([C:21]3[CH:26]=[CH:25][C:24]([CH3:27])=[CH:23][CH:22]=3)[N:19]=[C:18]([C:28]([CH3:31])([CH3:30])[CH3:29])[CH:17]=2)=[O:14])[CH:5]=[CH:4][N:3]=1.[NH:36]1[CH2:41][CH2:40][CH2:39][CH:38]([C:42]([NH2:44])=[O:43])[CH2:37]1.C(=O)([O-])[O-].[Na+].[Na+], predict the reaction product. The product is: [C:28]([C:18]1[CH:17]=[C:16]([NH:15][C:13]([NH:12][CH2:11][C:10]2[CH:32]=[CH:33][CH:34]=[CH:35][C:9]=2[O:8][C:6]2[CH:5]=[CH:4][N:3]=[C:2]([N:36]3[CH2:41][CH2:40][CH2:39][CH:38]([C:42]([NH2:44])=[O:43])[CH2:37]3)[N:7]=2)=[O:14])[N:20]([C:21]2[CH:26]=[CH:25][C:24]([CH3:27])=[CH:23][CH:22]=2)[N:19]=1)([CH3:31])([CH3:30])[CH3:29]. (3) Given the reactants [CH:1]([NH:3][NH:4][CH:5]=O)=O.C[Si](Cl)(C)C.CC[N:14](CC)CC.N[C:20]1[CH:25]=[CH:24][C:23]([CH2:26][C:27]([OH:29])=[O:28])=[CH:22][CH:21]=1, predict the reaction product. The product is: [N:4]1[N:3]=[CH:1][N:14]([C:23]2([CH2:26][C:27]([OH:29])=[O:28])[CH:24]=[CH:25][CH:20]=[CH:21][CH2:22]2)[CH:5]=1.